Dataset: NCI-60 drug combinations with 297,098 pairs across 59 cell lines. Task: Regression. Given two drug SMILES strings and cell line genomic features, predict the synergy score measuring deviation from expected non-interaction effect. Drug 1: CC1=C2C(C(=O)C3(C(CC4C(C3C(C(C2(C)C)(CC1OC(=O)C(C(C5=CC=CC=C5)NC(=O)OC(C)(C)C)O)O)OC(=O)C6=CC=CC=C6)(CO4)OC(=O)C)OC)C)OC. Drug 2: C(CC(=O)O)C(=O)CN.Cl. Cell line: HOP-62. Synergy scores: CSS=23.9, Synergy_ZIP=-6.91, Synergy_Bliss=-12.4, Synergy_Loewe=-20.7, Synergy_HSA=-8.88.